This data is from Full USPTO retrosynthesis dataset with 1.9M reactions from patents (1976-2016). The task is: Predict the reactants needed to synthesize the given product. (1) Given the product [Br:5][C:18]1[C:17]2[S:16][C:15]([C:14]3[C:7]([Cl:6])=[CH:8][C:9]([C:10]#[N:11])=[CH:12][C:13]=3[Cl:25])=[N:23][C:22]=2[CH:21]=[CH:20][N:19]=1, predict the reactants needed to synthesize it. The reactants are: C[Si]([Br:5])(C)C.[Cl:6][C:7]1[CH:8]=[C:9]([CH:12]=[C:13]([Cl:25])[C:14]=1[C:15]1[S:16][C:17]2[C:18](Cl)=[N:19][CH:20]=[CH:21][C:22]=2[N:23]=1)[C:10]#[N:11].C(=O)([O-])[O-].[K+].[K+].C(Cl)Cl. (2) Given the product [NH2:25][C:23]1[CH:22]=[CH:21][C:3]([O:4][C:5]2[C:14]3[C:9](=[CH:10][C:11]([O:15][CH2:16][C:17]([CH3:20])([OH:19])[CH3:18])=[CH:12][CH:13]=3)[N:8]=[CH:7][CH:6]=2)=[C:2]([F:1])[CH:24]=1, predict the reactants needed to synthesize it. The reactants are: [F:1][C:2]1[CH:24]=[C:23]([N+:25]([O-])=O)[CH:22]=[CH:21][C:3]=1[O:4][C:5]1[C:14]2[C:9](=[CH:10][C:11]([O:15][CH2:16][C:17]([CH3:20])([OH:19])[CH3:18])=[CH:12][CH:13]=2)[N:8]=[CH:7][CH:6]=1.C(O[K])=O. (3) Given the product [NH2:33]/[C:26](=[N:25]\[O:24][C:12](=[O:13])[CH2:11][C@H:10]([NH:15][C:16]([O:18][C:19]([CH3:21])([CH3:20])[CH3:22])=[O:17])[C:9]([O:8][CH3:1])=[O:23])/[C:27]1[CH:32]=[CH:31][CH:30]=[CH:29][CH:28]=1, predict the reactants needed to synthesize it. The reactants are: [CH2:1]([O:8][C:9](=[O:23])[C@@H:10]([NH:15][C:16]([O:18][C:19]([CH3:22])([CH3:21])[CH3:20])=[O:17])[CH2:11][C:12](O)=[O:13])C1C=CC=CC=1.[OH:24][NH:25][C:26](=[NH:33])[C:27]1[CH:32]=[CH:31][CH:30]=[CH:29][CH:28]=1.Cl.CN(C)CCCN=C=NCC.O.ON1C2C=CC=CC=2N=N1.CN1CCOCC1.